From a dataset of Full USPTO retrosynthesis dataset with 1.9M reactions from patents (1976-2016). Predict the reactants needed to synthesize the given product. (1) Given the product [CH3:22][C:21]([NH:13][CH2:12][CH2:11][C:8]1[C:4]2[CH:5]=[C:6]([OH:7])[CH:1]=[CH:2][C:3]=2[NH:10][CH:9]=1)=[O:23], predict the reactants needed to synthesize it. The reactants are: [CH:1]1[C:6]([OH:7])=[CH:5][C:4]2[C:8]([CH2:11][CH2:12][NH2:13])=[CH:9][NH:10][C:3]=2[CH:2]=1.Cl.N1C=CC=CC=1.[C:21](OC(=O)C)(=[O:23])[CH3:22].[OH-].[Na+]. (2) Given the product [Cl:1][C:2]1[C:7]([CH2:8][C:9]2[CH:10]=[CH:11][C:12]([CH2:15][CH3:16])=[CH:13][CH:14]=2)=[CH:6][C:5]([C@H:17]2[C@H:22]([OH:23])[C@@H:21]([OH:24])[C@H:20]([OH:25])[C@@H:19]([CH2:26][OH:27])[O:18]2)=[C:4]([CH2:28][O:29][CH2:30][C:31]#[CH:32])[CH:3]=1, predict the reactants needed to synthesize it. The reactants are: [Cl:1][C:2]1[C:7]([CH2:8][C:9]2[CH:14]=[CH:13][C:12]([CH2:15][CH3:16])=[CH:11][CH:10]=2)=[CH:6][C:5]([C@H:17]2[C@H:22]([OH:23])[C@@H:21]([OH:24])[C@H:20]([OH:25])[C@@H:19]([CH2:26][OH:27])[O:18]2)=[C:4]([CH2:28][O:29][CH2:30][CH:31](Br)[CH2:32]Br)[CH:3]=1.[OH-].[K+]. (3) Given the product [NH2:11][C:12]1[CH:17]=[CH:16][C:15]([CH3:18])=[C:14]([N:19]2[C:28](=[O:29])[C:27]3[C:22](=[CH:23][CH:24]=[C:25]([Br:30])[CH:26]=3)[N:21]=[CH:20]2)[CH:13]=1, predict the reactants needed to synthesize it. The reactants are: C(OC([NH:11][C:12]1[CH:17]=[CH:16][C:15]([CH3:18])=[C:14]([N:19]2[C:28](=[O:29])[C:27]3[C:22](=[CH:23][CH:24]=[C:25]([Br:30])[CH:26]=3)[N:21]=[CH:20]2)[CH:13]=1)=O)C1C=CC=CC=1. (4) Given the product [C:5]12[CH:6]=[C:2]3[N:1]=[C:5]([CH:4]=[CH:3]3)[CH:6]=[C:2]3[NH:1][C:5]([CH:4]=[CH:3]3)=[CH:6][C:2]3=[N:1][C:5]([CH:4]=[CH:3]3)=[CH:6][C:2]([NH:1]1)=[CH:3][CH:4]=2.[NH:1]1[CH:5]=[CH:4][CH:3]=[CH:2]1.[CH2:8]=[O:9], predict the reactants needed to synthesize it. The reactants are: [NH:1]1[CH:5]=[CH:4][CH:3]=[C:2]1[CH:6]=O.[CH:8](O)=[O:9]. (5) Given the product [C:1]1([N:7]2[C:11]3=[N:12][CH:13]=[N:14][C:15]([NH:16]/[N:17]=[CH:18]/[C:19]4[CH:27]=[CH:26][C:22]([C:23]([NH:28][CH2:29][CH2:30][CH2:31][N:32]5[CH2:36][CH2:35][CH2:34][CH2:33]5)=[O:24])=[CH:21][CH:20]=4)=[C:10]3[CH:9]=[N:8]2)[CH:2]=[CH:3][CH:4]=[CH:5][CH:6]=1, predict the reactants needed to synthesize it. The reactants are: [C:1]1([N:7]2[C:11]3=[N:12][CH:13]=[N:14][C:15]([NH:16]/[N:17]=[CH:18]/[C:19]4[CH:27]=[CH:26][C:22]([C:23](O)=[O:24])=[CH:21][CH:20]=4)=[C:10]3[CH:9]=[N:8]2)[CH:6]=[CH:5][CH:4]=[CH:3][CH:2]=1.[NH2:28][CH2:29][CH2:30][CH2:31][N:32]1[CH2:36][CH2:35][CH2:34][CH2:33]1.C(OP(C#N)(=O)OCC)C.C(N(CC)CC)C. (6) Given the product [F:18][C:2]([F:1])([F:17])[C:3]1[N:8]=[CH:7][C:6]([C:9]2[CH:14]=[CH:13][N:12]=[C:11]([CH2:15][NH2:16])[CH:10]=2)=[CH:5][CH:4]=1, predict the reactants needed to synthesize it. The reactants are: [F:1][C:2]([F:18])([F:17])[C:3]1[N:8]=[CH:7][C:6]([C:9]2[CH:14]=[CH:13][N:12]=[C:11]([C:15]#[N:16])[CH:10]=2)=[CH:5][CH:4]=1.[H][H].